The task is: Predict the reactants needed to synthesize the given product.. This data is from Full USPTO retrosynthesis dataset with 1.9M reactions from patents (1976-2016). (1) The reactants are: [Na+].[Cl:2][C:3]1[CH:4]=[C:5]([NH:17][C:18]2[C:27]3[C:22](=[CH:23][CH:24]=[CH:25][C:26]=3[O:28][CH2:29][C:30]([O-:32])=O)[N:21]=[CH:20][N:19]=2)[CH:6]=[CH:7][C:8]=1[O:9][CH2:10][C:11]1[CH:16]=[CH:15][CH:14]=[CH:13][N:12]=1.CN(C(ON1N=NC2C=CC=NC1=2)=[N+](C)C)C.F[P-](F)(F)(F)(F)F.CCN(C(C)C)C(C)C.[CH3:66][N:67]([CH3:72])[CH2:68][CH2:69][NH:70][CH3:71]. Given the product [Cl:2][C:3]1[CH:4]=[C:5]([NH:17][C:18]2[C:27]3[C:22](=[CH:23][CH:24]=[CH:25][C:26]=3[O:28][CH2:29][C:30]([N:70]([CH2:69][CH2:68][N:67]([CH3:72])[CH3:66])[CH3:71])=[O:32])[N:21]=[CH:20][N:19]=2)[CH:6]=[CH:7][C:8]=1[O:9][CH2:10][C:11]1[CH:16]=[CH:15][CH:14]=[CH:13][N:12]=1, predict the reactants needed to synthesize it. (2) The reactants are: Cl[C:2]1[C:7]([Cl:8])=[CH:6][C:5]([C:9]([F:12])([F:11])[F:10])=[CH:4][N:3]=1.[CH2:13]([N:15]1[C:23]2[C:18](=[CH:19][C:20]([CH2:24][NH:25][S:26]([C:29]3[CH:38]=[CH:37][C:32]([C:33]([O:35][CH3:36])=[O:34])=[CH:31][CH:30]=3)(=[O:28])=[O:27])=[CH:21][CH:22]=2)[CH:17]=[N:16]1)[CH3:14]. Given the product [Cl:8][C:7]1[C:2]([N:25]([CH2:24][C:20]2[CH:19]=[C:18]3[C:23](=[CH:22][CH:21]=2)[N:15]([CH2:13][CH3:14])[N:16]=[CH:17]3)[S:26]([C:29]2[CH:30]=[CH:31][C:32]([C:33]([O:35][CH3:36])=[O:34])=[CH:37][CH:38]=2)(=[O:28])=[O:27])=[N:3][CH:4]=[C:5]([C:9]([F:12])([F:11])[F:10])[CH:6]=1, predict the reactants needed to synthesize it.